From a dataset of Forward reaction prediction with 1.9M reactions from USPTO patents (1976-2016). Predict the product of the given reaction. (1) Given the reactants [NH2:1][C:2]1[CH:6]=[C:5]([C:7]2[CH:12]=[CH:11][C:10]([F:13])=[CH:9][CH:8]=2)[S:4][C:3]=1[C:14]([O:16]C)=[O:15].[OH-].[Li+].O.C1COCC1, predict the reaction product. The product is: [NH2:1][C:2]1[CH:6]=[C:5]([C:7]2[CH:8]=[CH:9][C:10]([F:13])=[CH:11][CH:12]=2)[S:4][C:3]=1[C:14]([OH:16])=[O:15]. (2) Given the reactants [CH3:1][N:2]([CH3:39])[CH2:3][CH2:4][O:5][C:6]1[C:7]([CH3:38])=[C:8]([NH:12][C:13]2[N:18]=[C:17]([C:19]3[N:23]4[CH:24]=[CH:25][CH:26]=[CH:27][C:22]4=[N:21][C:20]=3[C:28]3[CH:29]=[C:30]([CH:35]=[CH:36][CH:37]=3)[C:31](OC)=[O:32])[CH:16]=[CH:15][N:14]=2)[CH:9]=[CH:10][CH:11]=1.[F:40][C:41]1[CH:47]=[CH:46][CH:45]=[C:44]([F:48])[C:42]=1[NH2:43].C[Si]([N-][Si](C)(C)C)(C)C.[Na+], predict the reaction product. The product is: [F:40][C:41]1[CH:47]=[CH:46][CH:45]=[C:44]([F:48])[C:42]=1[NH:43][C:31](=[O:32])[C:30]1[CH:35]=[CH:36][CH:37]=[C:28]([C:20]2[N:21]=[C:22]3[CH:27]=[CH:26][CH:25]=[CH:24][N:23]3[C:19]=2[C:17]2[CH:16]=[CH:15][N:14]=[C:13]([NH:12][C:8]3[CH:9]=[CH:10][CH:11]=[C:6]([O:5][CH2:4][CH2:3][N:2]([CH3:1])[CH3:39])[C:7]=3[CH3:38])[N:18]=2)[CH:29]=1. (3) Given the reactants [NH2:1][C:2]1[CH:11]=[CH:10][C:9]([C:12]([F:15])([F:14])[F:13])=[CH:8][C:3]=1[C:4]([O:6][CH3:7])=[O:5].C(N(CC)CC)C.[F:23][C:24]([F:37])([F:36])[S:25](O[S:25]([C:24]([F:37])([F:36])[F:23])(=[O:27])=[O:26])(=[O:27])=[O:26].O, predict the reaction product. The product is: [F:15][C:12]([F:13])([F:14])[C:9]1[CH:10]=[CH:11][C:2]([NH:1][S:25]([C:24]([F:37])([F:36])[F:23])(=[O:27])=[O:26])=[C:3]([CH:8]=1)[C:4]([O:6][CH3:7])=[O:5]. (4) The product is: [CH2:43]([C:23]1[CH:24]=[C:25]([C:36]2[O:42][N:39]=[CH:38][CH:37]=2)[C:26]([OH:28])=[CH:27][C:22]=1[O:21][CH2:20][CH2:19][CH2:18][O:17][C:13]1[C:12]([CH2:45][CH2:46][CH3:47])=[C:11]([CH:16]=[CH:15][CH:14]=1)[O:10][C:5]1[CH:6]=[CH:7][CH:8]=[CH:9][C:4]=1[C:3]([OH:2])=[O:48])[CH3:44]. Given the reactants C[O:2][C:3](=[O:48])[C:4]1[CH:9]=[CH:8][CH:7]=[CH:6][C:5]=1[O:10][C:11]1[CH:16]=[CH:15][CH:14]=[C:13]([O:17][CH2:18][CH2:19][CH2:20][O:21][C:22]2[CH:27]=[C:26]([O:28]CC3C=CC=CC=3)[C:25]([C:36](=[O:42])[CH:37]=[CH:38][N:39](C)C)=[CH:24][C:23]=2[CH2:43][CH3:44])[C:12]=1[CH2:45][CH2:46][CH3:47].Cl.NO, predict the reaction product. (5) Given the reactants [Br:1][C:2]1[N:7]=[C:6]([C@:8]2([CH2:27][F:28])[CH2:13][C@@H:12]([C:14]([F:17])([F:16])[F:15])[O:11][C:10]([NH:18]C(=O)C3C=CC=CC=3)=[N:9]2)[C:5]([F:29])=[CH:4][CH:3]=1.N12CCCN=C1CCCCC2.C([O-])(O)=O.[Na+], predict the reaction product. The product is: [Br:1][C:2]1[N:7]=[C:6]([C@:8]2([CH2:27][F:28])[CH2:13][C@@H:12]([C:14]([F:15])([F:16])[F:17])[O:11][C:10]([NH2:18])=[N:9]2)[C:5]([F:29])=[CH:4][CH:3]=1. (6) Given the reactants C1(C2N=NC(NNC(=O)CC3C=C4C(=CC=3)N=CC=C4)=NC=2)C=CC=CC=1.[CH2:28]([O:35][C:36]1[CH:41]=[CH:40][C:39]([C:42]2[N:47]=[N:46][C:45]([NH:48][NH:49][C:50](=O)[CH2:51][C:52]3[CH:53]=[C:54]4[C:59](=[CH:60][CH:61]=3)[N:58]=[CH:57][CH:56]=[CH:55]4)=[N:44][CH:43]=2)=[CH:38][CH:37]=1)[C:29]1[CH:34]=[CH:33][CH:32]=[CH:31][CH:30]=1, predict the reaction product. The product is: [N:58]1[C:59]2[C:54](=[CH:53][C:52]([CH2:51][C:50]3[N:46]4[N:47]=[C:42]([C:39]5[CH:40]=[CH:41][C:36]([O:35][CH2:28][C:29]6[CH:34]=[CH:33][CH:32]=[CH:31][CH:30]=6)=[CH:37][CH:38]=5)[CH:43]=[N:44][C:45]4=[N:48][N:49]=3)=[CH:61][CH:60]=2)[CH:55]=[CH:56][CH:57]=1. (7) Given the reactants C(=O)=O.Br[C:5]1[CH:10]=[CH:9][CH:8]=[CH:7][CH:6]=1.[C:11]1(B(O)O)[CH:16]=[CH:15][CH:14]=[CH:13][CH:12]=1.C([N+](CCCC)(CCCC)CCCC)CCC, predict the reaction product. The product is: [C:5]1([C:11]2[CH:16]=[CH:15][CH:14]=[CH:13][CH:12]=2)[CH:10]=[CH:9][CH:8]=[CH:7][CH:6]=1. (8) Given the reactants [H-].[Na+].[C:3]1([OH:9])[CH:8]=[CH:7][CH:6]=[CH:5][CH:4]=1.I[C:11]1[CH:12]=[C:13]([O:20][CH3:21])[CH:14]=[CH:15][C:16]=1[N+:17]([O-:19])=[O:18], predict the reaction product. The product is: [CH3:21][O:20][C:13]1[CH:14]=[CH:15][C:16]([N+:17]([O-:19])=[O:18])=[C:11]([O:9][C:3]2[CH:8]=[CH:7][CH:6]=[CH:5][CH:4]=2)[CH:12]=1.